This data is from Catalyst prediction with 721,799 reactions and 888 catalyst types from USPTO. The task is: Predict which catalyst facilitates the given reaction. (1) Reactant: [CH2:1]([O:8][C:9]1[C:10]([NH:18][C:19]([O:21][C:22]([CH3:25])([CH3:24])[CH3:23])=[O:20])=NC=C(C=1)C(O)=O)[C:2]1[CH:7]=[CH:6][CH:5]=[CH:4][CH:3]=1.Cl.[F:27][C:28]1[CH:29]=[C:30]([C@@H:39]([C:41]2[C:46]([F:47])=[CH:45][CH:44]=[CH:43][N:42]=2)[NH2:40])[CH:31]=[CH:32][C:33]=1[O:34][C:35]([F:38])([F:37])[F:36].CN(C(ON1N=NC2[CH:59]=[CH:60][CH:61]=[N:62]C1=2)=[N+](C)C)C.F[P-](F)(F)(F)(F)F.CCN(C(C)C)C(C)C.CN([CH:84]=[O:85])C. Product: [CH2:1]([O:8][C:9]1[C:10]([NH:18][C:19](=[O:20])[O:21][C:22]([CH3:23])([CH3:24])[CH3:25])=[CH:59][C:60]([C:84](=[O:85])[NH:40][C@@H:39]([C:30]2[CH:31]=[CH:32][C:33]([O:34][C:35]([F:38])([F:37])[F:36])=[C:28]([F:27])[CH:29]=2)[C:41]2[C:46]([F:47])=[CH:45][CH:44]=[CH:43][N:42]=2)=[CH:61][N:62]=1)[C:2]1[CH:3]=[CH:4][CH:5]=[CH:6][CH:7]=1. The catalyst class is: 238. (2) Product: [NH2:1][C:2]1[CH:10]=[CH:9][C:8]([Br:11])=[CH:7][C:3]=1[CH2:4][CH2:5][OH:6]. Reactant: [NH2:1][C:2]1[CH:10]=[CH:9][CH:8]=[CH:7][C:3]=1[CH2:4][CH2:5][OH:6].[Br:11]Br. The catalyst class is: 15. (3) Reactant: [C:1]1([S:7][C:8]2[S:12][C:11]([C:13]([OH:15])=O)=[N:10][N:9]=2)[CH:6]=[CH:5][CH:4]=[CH:3][CH:2]=1.C(Cl)(=O)C(Cl)=O.[NH2:22][C@@H:23]1[CH:28]2[CH2:29][CH2:30][N:25]([CH2:26][CH2:27]2)[CH2:24]1.NC1CC2CCN1CC2. Product: [N:25]12[CH2:30][CH2:29][CH:28]([CH2:27][CH2:26]1)[C@@H:23]([NH:22][C:13]([C:11]1[S:12][C:8]([S:7][C:1]3[CH:2]=[CH:3][CH:4]=[CH:5][CH:6]=3)=[N:9][N:10]=1)=[O:15])[CH2:24]2. The catalyst class is: 61. (4) Reactant: [Cl:1][C:2]1[CH:30]=[CH:29][C:28]([O:31][CH3:32])=[CH:27][C:3]=1[NH:4][C:5]1[C:14]2[C:9](=[CH:10][C:11]([O:22][CH2:23][C@@H:24]3[O:26][CH2:25]3)=[CH:12][C:13]=2[O:15][CH:16]2[CH2:21][CH2:20][O:19][CH2:18][CH2:17]2)[N:8]=[CH:7][N:6]=1.[NH:33]1[CH2:38][CH2:37][O:36][CH2:35][CH2:34]1.C(O)C. Product: [Cl:1][C:2]1[CH:30]=[CH:29][C:28]([O:31][CH3:32])=[CH:27][C:3]=1[NH:4][C:5]1[C:14]2[C:9](=[CH:10][C:11]([O:22][CH2:23][C@H:24]([OH:26])[CH2:25][N:33]3[CH2:38][CH2:37][O:36][CH2:35][CH2:34]3)=[CH:12][C:13]=2[O:15][CH:16]2[CH2:21][CH2:20][O:19][CH2:18][CH2:17]2)[N:8]=[CH:7][N:6]=1. The catalyst class is: 22. (5) Reactant: [F:1][C:2]([F:13])([F:12])[C:3]1[CH:11]=[CH:10][CH:9]=[CH:8][C:4]=1[C:5](Cl)=[O:6].[NH2:14][C:15]1[N:23]=[CH:22][CH:21]=[CH:20][C:16]=1[C:17](O)=[O:18].O. Product: [F:1][C:2]([F:13])([F:12])[C:3]1[CH:11]=[CH:10][CH:9]=[CH:8][C:4]=1[C:5]1[O:6][C:17](=[O:18])[C:16]2[CH:20]=[CH:21][CH:22]=[N:23][C:15]=2[N:14]=1. The catalyst class is: 17.